From a dataset of Forward reaction prediction with 1.9M reactions from USPTO patents (1976-2016). Predict the product of the given reaction. (1) Given the reactants [CH3:1][O:2][C:3]([C@@H:5]([N:13]1[CH2:21][C:17]2[CH:18]=[CH:19][S:20][C:16]=2[CH2:15][CH2:14]1)[C:6]1[CH:7]=[CH:8][CH:9]=[CH:10][C:11]=1[Cl:12])=[O:4].C(Cl)CCl.[S:26](=[O:30])(=[O:29])([OH:28])[OH:27], predict the reaction product. The product is: [CH3:1][O:2][C:3]([C@@H:5]([N:13]1[CH2:21][C:17]2[CH:18]=[CH:19][S:20][C:16]=2[CH2:15][CH2:14]1)[C:6]1[C:11]([Cl:12])=[CH:10][CH:9]=[CH:8][CH:7]=1)=[O:4].[OH:29][S:26]([OH:30])(=[O:28])=[O:27]. (2) The product is: [F:18][C:12]1[CH:11]=[C:10](/[CH:9]=[C:27](/[C:26]2[S:25][C:24]([C:33]3[CH:34]=[CH:35][C:36]([C:39]([F:41])([F:42])[F:40])=[CH:37][CH:38]=3)=[N:23][C:22]=2[CH3:21])\[CH2:28][CH2:29][CH2:30][CH3:31])[CH:15]=[CH:14][C:13]=1[C:16]#[N:17]. Given the reactants C(OP([CH2:9][C:10]1[CH:15]=[CH:14][C:13]([C:16]#[N:17])=[C:12]([F:18])[CH:11]=1)(=O)OCC)C.[H-].[Na+].[CH3:21][C:22]1[N:23]=[C:24]([C:33]2[CH:38]=[CH:37][C:36]([C:39]([F:42])([F:41])[F:40])=[CH:35][CH:34]=2)[S:25][C:26]=1[C:27](=O)[CH2:28][CH2:29][CH2:30][CH3:31], predict the reaction product. (3) Given the reactants [Br:1][C:2]1[CH:3]=[CH:4][C:5]2[O:9][N:8]=[C:7]([NH2:10])[C:6]=2[CH:11]=1.[C:12](O[C:12]([O:14][C:15]([CH3:18])([CH3:17])[CH3:16])=[O:13])([O:14][C:15]([CH3:18])([CH3:17])[CH3:16])=[O:13], predict the reaction product. The product is: [Br:1][C:2]1[CH:3]=[CH:4][C:5]2[O:9][N:8]=[C:7]([N:10]([C:12]([O:14][C:15]([CH3:18])([CH3:17])[CH3:16])=[O:13])[C:12]([O:14][C:15]([CH3:18])([CH3:17])[CH3:16])=[O:13])[C:6]=2[CH:11]=1. (4) Given the reactants [Br:1][C:2]1[C:3]([C:12]([F:15])([F:14])[F:13])=[N:4][NH:5][C:6]=1[C:7]([O:9][CH2:10][CH3:11])=[O:8].C([O-])([O-])=O.[K+].[K+].Cl[CH2:23][C:24]1[CH:29]=[CH:28][C:27]([O:30][CH3:31])=[CH:26][CH:25]=1.C(OCC)(=O)C, predict the reaction product. The product is: [Br:1][C:2]1[C:3]([C:12]([F:13])([F:15])[F:14])=[N:4][N:5]([CH2:23][C:24]2[CH:29]=[CH:28][C:27]([O:30][CH3:31])=[CH:26][CH:25]=2)[C:6]=1[C:7]([O:9][CH2:10][CH3:11])=[O:8].